From a dataset of Catalyst prediction with 721,799 reactions and 888 catalyst types from USPTO. Predict which catalyst facilitates the given reaction. (1) Reactant: [Cl:1][C:2]1[N:7]=[C:6]2[S:8][C:9]([CH:11]=[O:12])=[CH:10][C:5]2=[CH:4][CH:3]=1.[BH4-].[Na+]. Product: [Cl:1][C:2]1[N:7]=[C:6]2[S:8][C:9]([CH2:11][OH:12])=[CH:10][C:5]2=[CH:4][CH:3]=1. The catalyst class is: 5. (2) Reactant: [N+:1]([C:4]1[CH:9]=[CH:8][C:7]([C:10]2[O:14][CH:13]=[N:12][CH:11]=2)=[C:6]([O:15][CH3:16])[CH:5]=1)([O-])=O. Product: [NH2:1][C:4]1[CH:9]=[CH:8][C:7]([C:10]2[O:14][CH:13]=[N:12][CH:11]=2)=[C:6]([O:15][CH3:16])[CH:5]=1. The catalyst class is: 256. (3) Reactant: [CH2:1]([O:3][C:4](=[O:36])[CH2:5][CH2:6][CH2:7][O:8][C:9]1[CH:14]=[CH:13][CH:12]=[C:11]([CH:15]=[CH:16][CH2:17][CH2:18][CH2:19][CH2:20][O:21][Si:22]([C:25]([CH3:28])([CH3:27])[CH3:26])([CH3:24])[CH3:23])[C:10]=1/[CH:29]=[CH:30]/[C:31]([O:33][CH2:34][CH3:35])=[O:32])[CH3:2].[H][H]. Product: [CH2:1]([O:3][C:4](=[O:36])[CH2:5][CH2:6][CH2:7][O:8][C:9]1[CH:14]=[CH:13][CH:12]=[C:11]([CH2:15][CH2:16][CH2:17][CH2:18][CH2:19][CH2:20][O:21][Si:22]([C:25]([CH3:28])([CH3:27])[CH3:26])([CH3:23])[CH3:24])[C:10]=1[CH2:29][CH2:30][C:31]([O:33][CH2:34][CH3:35])=[O:32])[CH3:2]. The catalyst class is: 78. (4) Reactant: OO.[OH:3][N:4]1[C:9]([CH3:11])([CH3:10])[CH2:8][CH:7]([CH2:12][CH2:13][CH2:14][CH2:15][NH:16][C:17]2[N:22]=[C:21]([NH:23][CH2:24][CH2:25][CH2:26][CH2:27][CH:28]3[CH2:33][C:32]([CH3:35])([CH3:34])[N:31]([OH:36])[C:30]([CH3:38])([CH3:37])[CH2:29]3)[N:20]=[C:19]([NH:39][CH2:40][CH2:41][CH2:42][CH2:43][CH:44]3[CH2:49][C:48]([CH3:51])([CH3:50])[N:47]([OH:52])[C:46]([CH3:54])([CH3:53])[CH2:45]3)[N:18]=2)[CH2:6][C:5]1([CH3:56])[CH3:55].[C:57]([OH:61])([CH3:60])([CH3:59])[CH3:58].S([O-])([O-])=O.[Na+].[Na+]. Product: [OH:61][C:57]([CH3:60])([CH3:59])[CH2:58][O:52][N:47]1[C:46]([CH3:54])([CH3:53])[CH2:45][CH:44]([CH2:43][CH2:42][CH2:41][CH2:40][NH:39][C:19]2[N:18]=[C:17]([NH:16][CH2:15][CH2:14][CH2:13][CH2:12][CH:7]3[CH2:6][C:5]([CH3:56])([CH3:55])[N:4]([O:3][CH2:58][C:57]([CH3:60])([OH:61])[CH3:59])[C:9]([CH3:11])([CH3:10])[CH2:8]3)[N:22]=[C:21]([NH:23][CH2:24][CH2:25][CH2:26][CH2:27][CH:28]3[CH2:33][C:32]([CH3:34])([CH3:35])[N:31]([O:36][CH2:58][C:57]([CH3:60])([OH:61])[CH3:59])[C:30]([CH3:38])([CH3:37])[CH2:29]3)[N:20]=2)[CH2:49][C:48]1([CH3:51])[CH3:50]. The catalyst class is: 84.